This data is from Full USPTO retrosynthesis dataset with 1.9M reactions from patents (1976-2016). The task is: Predict the reactants needed to synthesize the given product. (1) Given the product [CH3:1][O:2][C:3]1[CH:4]=[CH:5][C:6]2[CH2:12][CH2:11][CH2:10][N:9]([CH3:17])[C:8](=[O:13])[C:7]=2[CH:14]=1, predict the reactants needed to synthesize it. The reactants are: [CH3:1][O:2][C:3]1[CH:4]=[CH:5][C:6]2[CH2:12][CH2:11][CH2:10][NH:9][C:8](=[O:13])[C:7]=2[CH:14]=1.[H-].[Na+].[CH3:17]N(C=O)C. (2) Given the product [F:1][C:2]1[CH:3]=[C:4]([CH:7]=[CH:8][C:9]=1[O:10][CH2:24][CH2:23][C:13]1[N:14]=[C:15]([C:17]2[CH:22]=[CH:21][CH:20]=[CH:19][CH:18]=2)[O:16][C:12]=1[CH3:11])[CH:5]=[O:6], predict the reactants needed to synthesize it. The reactants are: [F:1][C:2]1[CH:3]=[C:4]([CH:7]=[CH:8][C:9]=1[OH:10])[CH:5]=[O:6].[CH3:11][C:12]1[O:16][C:15]([C:17]2[CH:22]=[CH:21][CH:20]=[CH:19][CH:18]=2)=[N:14][C:13]=1[CH2:23][CH2:24]OS(C)(=O)=O. (3) Given the product [CH:1]([O:4][C:5]1[C:6]2[N:12]=[C:15]([CH2:16][CH2:17][CH2:18][NH:19][CH3:20])[NH:11][C:7]=2[CH:8]=[CH:9][CH:10]=1)([CH3:3])[CH3:2], predict the reactants needed to synthesize it. The reactants are: [CH:1]([O:4][C:5]1[CH:10]=[CH:9][CH:8]=[C:7]([NH2:11])[C:6]=1[NH2:12])([CH3:3])[CH3:2].CO[C:15]1C(OC)=C[C:18]2[NH:19][C:20](CCCNC)=N[C:17]=2[CH:16]=1. (4) Given the product [CH2:1]([O:8][C:9](=[O:18])[C:10]1[CH:15]=[CH:14][C:13]([CH2:16][CH:23]([N:24]=[C:25]([C:32]2[CH:37]=[CH:36][CH:35]=[CH:34][CH:33]=2)[C:26]2[CH:27]=[CH:28][CH:29]=[CH:30][CH:31]=2)[C:22]([O:21][CH2:19][CH3:20])=[O:38])=[CH:12][CH:11]=1)[C:2]1[CH:7]=[CH:6][CH:5]=[CH:4][CH:3]=1, predict the reactants needed to synthesize it. The reactants are: [CH2:1]([O:8][C:9](=[O:18])[C:10]1[CH:15]=[CH:14][C:13]([CH2:16]Br)=[CH:12][CH:11]=1)[C:2]1[CH:7]=[CH:6][CH:5]=[CH:4][CH:3]=1.[CH2:19]([O:21][C:22](=[O:38])[CH2:23][N:24]=[C:25]([C:32]1[CH:37]=[CH:36][CH:35]=[CH:34][CH:33]=1)[C:26]1[CH:31]=[CH:30][CH:29]=[CH:28][CH:27]=1)[CH3:20].C(=O)([O-])[O-].[K+].[K+]. (5) Given the product [CH3:1][O:2][C:3]([C:5]1[N:6]([CH2:23][C:24]2[CH:25]=[CH:26][C:27]([C:30](=[O:37])[NH:31][CH2:32][C:33]([OH:35])=[O:34])=[CH:28][CH:29]=2)[C:7](=[O:22])[C:8]2[C:13]([C:14]=1[C:15]1[CH:16]=[CH:17][CH:18]=[CH:19][CH:20]=1)=[CH:12][C:11]([Br:21])=[CH:10][CH:9]=2)=[O:4], predict the reactants needed to synthesize it. The reactants are: [CH3:1][O:2][C:3]([C:5]1[N:6]([CH2:23][C:24]2[CH:29]=[CH:28][C:27]([C:30](=[O:37])[NH:31][CH2:32][C:33]([O:35]C)=[O:34])=[CH:26][CH:25]=2)[C:7](=[O:22])[C:8]2[C:13]([C:14]=1[C:15]1[CH:20]=[CH:19][CH:18]=[CH:17][CH:16]=1)=[CH:12][C:11]([Br:21])=[CH:10][CH:9]=2)=[O:4].[OH-].[Na+].